Dataset: NCI-60 drug combinations with 297,098 pairs across 59 cell lines. Task: Regression. Given two drug SMILES strings and cell line genomic features, predict the synergy score measuring deviation from expected non-interaction effect. (1) Drug 1: CS(=O)(=O)C1=CC(=C(C=C1)C(=O)NC2=CC(=C(C=C2)Cl)C3=CC=CC=N3)Cl. Drug 2: CCCCCOC(=O)NC1=NC(=O)N(C=C1F)C2C(C(C(O2)C)O)O. Cell line: SK-MEL-5. Synergy scores: CSS=-3.99, Synergy_ZIP=3.44, Synergy_Bliss=4.58, Synergy_Loewe=-4.21, Synergy_HSA=-1.95. (2) Drug 1: CC=C1C(=O)NC(C(=O)OC2CC(=O)NC(C(=O)NC(CSSCCC=C2)C(=O)N1)C(C)C)C(C)C. Drug 2: C(=O)(N)NO. Cell line: BT-549. Synergy scores: CSS=18.1, Synergy_ZIP=0.793, Synergy_Bliss=2.34, Synergy_Loewe=-37.0, Synergy_HSA=0.784. (3) Drug 1: C1CCC(CC1)NC(=O)N(CCCl)N=O. Drug 2: CC1=C(C(=O)C2=C(C1=O)N3CC4C(C3(C2COC(=O)N)OC)N4)N. Cell line: MDA-MB-435. Synergy scores: CSS=18.4, Synergy_ZIP=-2.44, Synergy_Bliss=6.19, Synergy_Loewe=-3.47, Synergy_HSA=3.51. (4) Drug 1: COC1=C(C=C2C(=C1)N=CN=C2NC3=CC(=C(C=C3)F)Cl)OCCCN4CCOCC4. Drug 2: CC1C(C(CC(O1)OC2CC(CC3=C2C(=C4C(=C3O)C(=O)C5=C(C4=O)C(=CC=C5)OC)O)(C(=O)CO)O)N)O.Cl. Cell line: PC-3. Synergy scores: CSS=43.7, Synergy_ZIP=-1.60, Synergy_Bliss=-1.27, Synergy_Loewe=-4.10, Synergy_HSA=0.454. (5) Drug 1: CC1C(C(CC(O1)OC2CC(CC3=C2C(=C4C(=C3O)C(=O)C5=C(C4=O)C(=CC=C5)OC)O)(C(=O)C)O)N)O.Cl. Synergy scores: CSS=21.4, Synergy_ZIP=-10.7, Synergy_Bliss=-5.76, Synergy_Loewe=-2.97, Synergy_HSA=-1.97. Drug 2: CC1CCC2CC(C(=CC=CC=CC(CC(C(=O)C(C(C(=CC(C(=O)CC(OC(=O)C3CCCCN3C(=O)C(=O)C1(O2)O)C(C)CC4CCC(C(C4)OC)O)C)C)O)OC)C)C)C)OC. Cell line: MDA-MB-231. (6) Drug 1: CC1=C(C=C(C=C1)NC(=O)C2=CC=C(C=C2)CN3CCN(CC3)C)NC4=NC=CC(=N4)C5=CN=CC=C5. Drug 2: COCCOC1=C(C=C2C(=C1)C(=NC=N2)NC3=CC=CC(=C3)C#C)OCCOC.Cl. Cell line: OVCAR-8. Synergy scores: CSS=4.97, Synergy_ZIP=-0.157, Synergy_Bliss=3.06, Synergy_Loewe=0.0311, Synergy_HSA=1.67. (7) Drug 1: C1=CC(=CC=C1CCCC(=O)O)N(CCCl)CCCl. Drug 2: C1CNP(=O)(OC1)N(CCCl)CCCl. Cell line: SF-295. Synergy scores: CSS=19.4, Synergy_ZIP=-1.76, Synergy_Bliss=-4.62, Synergy_Loewe=-23.8, Synergy_HSA=-5.42.